Task: Regression. Given a peptide amino acid sequence and an MHC pseudo amino acid sequence, predict their binding affinity value. This is MHC class I binding data.. Dataset: Peptide-MHC class I binding affinity with 185,985 pairs from IEDB/IMGT (1) The peptide sequence is ATAKAAAAV. The MHC is HLA-A02:06 with pseudo-sequence HLA-A02:06. The binding affinity (normalized) is 0.782. (2) The peptide sequence is VITYCLVTHM. The MHC is Mamu-B01 with pseudo-sequence Mamu-B01. The binding affinity (normalized) is 0. (3) The peptide sequence is YLRNAGAAM. The MHC is HLA-B07:02 with pseudo-sequence HLA-B07:02. The binding affinity (normalized) is 0.949. (4) The MHC is HLA-A69:01 with pseudo-sequence HLA-A69:01. The peptide sequence is EIYRTLYGL. The binding affinity (normalized) is 0.947.